From a dataset of Experimentally validated miRNA-target interactions with 360,000+ pairs, plus equal number of negative samples. Binary Classification. Given a miRNA mature sequence and a target amino acid sequence, predict their likelihood of interaction. (1) The miRNA is hsa-miR-4690-5p with sequence GAGCAGGCGAGGCUGGGCUGAA. The protein sequence of the target gene is MASPEPRRGGDGAAQAARKTRVEANSPLPKNSGSLNEAEALNPEVTLSSEGSLNLEDILYLEDTGDLDETLYVQETEKAEEALYIEEAMQPDEALHVEEPGNPEETVCVEETTEPDRIQFVEGPVEPGKPTSPEHVVYEGETVTRAEKSNPEESLRAEQSPSMEENLSIEDLELLEGRFQQCVQAVAQLEEERDQLIHELVLLREPALQEVQQVHQDILAAYKLHAQAELERDGLREEIRLVKQKLFKVTKECVAYQYQLECRQQDVAQFADFREVLTTRATQLSEELAQLRDAYQKQKE.... Result: 0 (no interaction). (2) The miRNA is hsa-miR-3169 with sequence UAGGACUGUGCUUGGCACAUAG. The protein sequence of the target gene is MAPVKKLVVKGGKKKKQVLKFTLDCTHPVEDGIMDAANFEQFLQERIKVNGKAGNLGGGVVTIERSKSKITVTSEVPFSKRYLKYLTKKYLKKNNLRDWLRVVANSKESYELRYFQINQDEEEEEDED. Result: 1 (interaction). (3) The miRNA is hsa-miR-4436b-5p with sequence GUCCACUUCUGCCUGCCCUGCC. The protein sequence of the target gene is MVEKKTSVRSQDPGQRRVLDRAARQRRINRQLEALENDNFQDDPHAGLPQLGKRLPQFDDDADTGKKKKKTRGDHFKLRFRKNFQALLEEQNLSVAEGPNYLTACAGPPSRPQRPFCAVCGFPSPYTCVSCGARYCTVRCLGTHQETRCLKWTV. Result: 0 (no interaction). (4) The miRNA is hsa-miR-149-5p with sequence UCUGGCUCCGUGUCUUCACUCCC. The protein sequence of the target gene is MDLANHGLILLQQLNAQREFGFLCDCTVAIGDVYFKAHKSVLASFSNYFKMLFVHQTSECVRLKPTDIQPDIFSYLLHLMYTGKMAPQLIDPVRLEQGIKFLHAYPLIQEASLASQGAFSHPDQVFPLASSLYGIQIADHQLRQATKIASAPEKLGRDPRPQTSRISQEQVPEASQLSQLTSNLAQVNRTNMTPSDPLQTSLSPELVSTPVPPPPPGEETNLEASSSDEQPASLTIAHVKPSIMKRNGSFPKYYACHLCGRRFTLRSSLREHLQIHTGVPFTSSQQGESRVPLTLCSNAA.... Result: 1 (interaction). (5) The miRNA is hsa-miR-346 with sequence UGUCUGCCCGCAUGCCUGCCUCU. The protein sequence of the target gene is MRRAGLGEGVPPGNYGNYGYANSGYSACEEENERLTESLRSKVTAIKSLSIEIGHEVKTQNKLLAEMDSQFDSTTGFLGKTMGKLKILSRGSQTKLLCYMMLFSLFVFFIIYWIIKLR. Result: 0 (no interaction).